Task: Predict the product of the given reaction.. Dataset: Forward reaction prediction with 1.9M reactions from USPTO patents (1976-2016) (1) Given the reactants Br[C:2]1[C:9]([C:10]#[N:11])=[C:8]([OH:12])[C:7]([OH:13])=[CH:6][C:3]=1[C:4]#[N:5].[CH:14]1[C:23]2[C:18](=[CH:19][CH:20]=[CH:21][CH:22]=2)[CH:17]=[CH:16][C:15]=1[SH:24], predict the reaction product. The product is: [OH:12][C:8]1[C:7]([OH:13])=[CH:6][C:3]([C:4]#[N:5])=[C:2]([S:24][C:15]2[CH:16]=[CH:17][C:18]3[C:23](=[CH:22][CH:21]=[CH:20][CH:19]=3)[CH:14]=2)[C:9]=1[C:10]#[N:11]. (2) The product is: [F:30][C:4]1[CH:3]=[C:2]([NH:1][C:57]([NH:56][C:54](=[O:55])[CH2:53][C:50]2[CH:51]=[CH:52][C:47]([F:46])=[CH:48][CH:49]=2)=[S:58])[CH:29]=[CH:28][C:5]=1[O:6][C:7]1[N:12]=[CH:11][N:10]=[C:9]([NH:13][C:14]([N:16]2[CH2:21][CH2:20][N:19]([CH2:22][CH2:23][N:24]3[CH2:27][CH2:26][CH2:25]3)[CH2:18][CH2:17]2)=[O:15])[CH:8]=1. Given the reactants [NH2:1][C:2]1[CH:29]=[CH:28][C:5]([O:6][C:7]2[N:12]=[CH:11][N:10]=[C:9]([NH:13][C:14]([N:16]3[CH2:21][CH2:20][N:19]([CH2:22][CH2:23][N:24]4[CH2:27][CH2:26][CH2:25]4)[CH2:18][CH2:17]3)=[O:15])[CH:8]=2)=[C:4]([F:30])[CH:3]=1.[C@]12(CS(O)(=O)=O)C(C)(C)C(CC1)CC2=O.[F:46][C:47]1[CH:52]=[CH:51][C:50]([CH2:53][C:54]([N:56]=[C:57]=[S:58])=[O:55])=[CH:49][CH:48]=1, predict the reaction product. (3) Given the reactants [Cl:1][C:2]1[C:11]2[C:6](=[CH:7][C:8]([O:19][CH2:20][CH2:21][CH2:22][N:23]3[CH2:28][CH2:27][O:26][CH2:25][CH2:24]3)=[CH:9][C:10]=2[O:12][CH:13]2[CH2:18][CH2:17][O:16][CH2:15][CH2:14]2)[N:5]=[CH:4][C:3]=1[C:29]#[N:30].[CH3:31][O:32][CH2:33][C:34]#[C:35][C:36]1[CH:42]=[CH:41][C:39]([NH2:40])=[C:38]2[O:43][CH2:44][O:45][C:37]=12.[ClH:46].CN(C)C(=N)N(C)C, predict the reaction product. The product is: [ClH:1].[ClH:46].[C:29]([C:3]1[CH:4]=[N:5][C:6]2[C:11]([C:2]=1[NH:40][C:39]1[CH:41]=[CH:42][C:36]([C:35]#[C:34][CH2:33][O:32][CH3:31])=[C:37]3[O:45][CH2:44][O:43][C:38]=13)=[C:10]([O:12][CH:13]1[CH2:14][CH2:15][O:16][CH2:17][CH2:18]1)[CH:9]=[C:8]([O:19][CH2:20][CH2:21][CH2:22][N:23]1[CH2:28][CH2:27][O:26][CH2:25][CH2:24]1)[CH:7]=2)#[N:30].